Dataset: NCI-60 drug combinations with 297,098 pairs across 59 cell lines. Task: Regression. Given two drug SMILES strings and cell line genomic features, predict the synergy score measuring deviation from expected non-interaction effect. (1) Drug 1: CC12CCC(CC1=CCC3C2CCC4(C3CC=C4C5=CN=CC=C5)C)O. Drug 2: CC1=C(C=C(C=C1)NC2=NC=CC(=N2)N(C)C3=CC4=NN(C(=C4C=C3)C)C)S(=O)(=O)N.Cl. Cell line: KM12. Synergy scores: CSS=21.7, Synergy_ZIP=0.188, Synergy_Bliss=7.03, Synergy_Loewe=-0.624, Synergy_HSA=5.58. (2) Drug 1: CC1=C(C=C(C=C1)NC2=NC=CC(=N2)N(C)C3=CC4=NN(C(=C4C=C3)C)C)S(=O)(=O)N.Cl. Drug 2: CN(C)C1=NC(=NC(=N1)N(C)C)N(C)C. Cell line: MALME-3M. Synergy scores: CSS=6.87, Synergy_ZIP=1.03, Synergy_Bliss=3.98, Synergy_Loewe=-5.87, Synergy_HSA=-1.84.